From a dataset of Rat liver microsome stability data. Regression/Classification. Given a drug SMILES string, predict its absorption, distribution, metabolism, or excretion properties. Task type varies by dataset: regression for continuous measurements (e.g., permeability, clearance, half-life) or binary classification for categorical outcomes (e.g., BBB penetration, CYP inhibition). Dataset: rlm. (1) The compound is Cc1ccc(NC2=C(c3ccc(C(F)(F)F)cc3)C(=O)c3ccccc32)cc1C. The result is 1 (stable in rat liver microsomes). (2) The result is 0 (unstable in rat liver microsomes). The compound is CC(C)(C)C(=O)Oc1cn(-c2ccccc2)c(CSc2nc3cc(C(=O)O)ccc3o2)cc1=O. (3) The molecule is CCc1nc(CN2CCN(c3cccc4[nH]c(-c5ccc(C(C)(C)C)cc5)nc34)CC2)c(C)n1CC. The result is 1 (stable in rat liver microsomes).